Task: Predict the product of the given reaction.. Dataset: Forward reaction prediction with 1.9M reactions from USPTO patents (1976-2016) (1) Given the reactants [C:1]([O:5][C:6]([N:8]1[C:12](=[O:13])[CH2:11][CH2:10][C@H:9]1[CH:14]([CH3:16])[CH3:15])=[O:7])([CH3:4])([CH3:3])[CH3:2].CC(C)=[O:19].[OH-].[Na+].S(=O)(=O)(O)[O-].[Na+], predict the reaction product. The product is: [C:1]([O:5][C:6]([NH:8][C@H:9]([CH:14]([CH3:16])[CH3:15])[CH2:10][CH2:11][C:12]([OH:19])=[O:13])=[O:7])([CH3:4])([CH3:3])[CH3:2]. (2) The product is: [Br:21][C:18]1[CH:19]=[CH:20][C:15]([C:13]2[NH:26][C:4](=[O:3])[C:6]3[N:7]([CH:8]=[C:9]([F:11])[CH:10]=3)[CH:12]=2)=[CH:16][CH:17]=1. Given the reactants C([O:3][C:4]([C:6]1[N:7]([CH2:12][C:13]([C:15]2[CH:20]=[CH:19][C:18]([Br:21])=[CH:17][CH:16]=2)=O)[CH:8]=[C:9]([F:11])[CH:10]=1)=O)C.C([O-])(=O)C.[NH4+:26].O, predict the reaction product. (3) Given the reactants [C:1]([O:5][C:6]([N:8]1[CH2:17][CH2:16][C:15]2[NH:14][N:13]=[C:12]([C:18]3[CH:23]=[CH:22][C:21]([Cl:24])=[CH:20][CH:19]=3)[C:11]=2[CH2:10][CH2:9]1)=[O:7])([CH3:4])([CH3:3])[CH3:2].[C:25]1(B(O)O)[CH:30]=[CH:29][CH:28]=[CH:27][CH:26]=1.N1C=CC=CC=1, predict the reaction product. The product is: [C:1]([O:5][C:6]([N:8]1[CH2:17][CH2:16][C:15]2[N:14]([C:25]3[CH:30]=[CH:29][CH:28]=[CH:27][CH:26]=3)[N:13]=[C:12]([C:18]3[CH:23]=[CH:22][C:21]([Cl:24])=[CH:20][CH:19]=3)[C:11]=2[CH2:10][CH2:9]1)=[O:7])([CH3:4])([CH3:2])[CH3:3].